From a dataset of Catalyst prediction with 721,799 reactions and 888 catalyst types from USPTO. Predict which catalyst facilitates the given reaction. Reactant: [C:1]1([C:7]2[CH:8]=[C:9]([C:13]3[CH:18]=[CH:17][C:16]([C:19]4(O)[C:32]5[CH:31]=[CH:30][CH:29]=[CH:28][C:27]=5[C:26]([C:34]5[CH:39]=[CH:38][C:37]([C:40]6[CH:45]=[CH:44][CH:43]=[C:42]([C:46]7[CH:51]=[CH:50][CH:49]=[CH:48][CH:47]=7)[CH:41]=6)=[CH:36][CH:35]=5)(O)[C:25]5[C:20]4=[CH:21][CH:22]=[CH:23][CH:24]=5)=[CH:15][CH:14]=3)[CH:10]=[CH:11][CH:12]=2)[CH:6]=[CH:5][CH:4]=[CH:3][CH:2]=1.I.[PH2](O)=O. Product: [C:1]1([C:7]2[CH:8]=[C:9]([C:13]3[CH:14]=[CH:15][C:16]([C:19]4[C:32]5[C:27]([C:26]([C:34]6[CH:39]=[CH:38][C:37]([C:40]7[CH:45]=[CH:44][CH:43]=[C:42]([C:46]8[CH:51]=[CH:50][CH:49]=[CH:48][CH:47]=8)[CH:41]=7)=[CH:36][CH:35]=6)=[C:25]6[C:20]=4[CH:21]=[CH:22][CH:23]=[CH:24]6)=[CH:28][CH:29]=[CH:30][CH:31]=5)=[CH:17][CH:18]=3)[CH:10]=[CH:11][CH:12]=2)[CH:2]=[CH:3][CH:4]=[CH:5][CH:6]=1. The catalyst class is: 15.